This data is from Reaction yield outcomes from USPTO patents with 853,638 reactions. The task is: Predict the reaction yield, written as a fraction of the theoretical maximum amount of product (1.0 means a 100% yield; for example, 0.34 means a 34% yield). (1) The product is [Cl:18][C:19]1[C:20]([C:29]([NH:1][C:2]2[CH:7]=[CH:6][CH:5]=[C:4]([S:8](=[O:9])(=[O:10])[NH2:11])[CH:3]=2)=[O:30])=[N:21][C:22]2[C:27]([N:28]=1)=[CH:26][CH:25]=[CH:24][CH:23]=2. The reactants are [NH2:1][C:2]1[CH:3]=[C:4]([S:8]([NH2:11])(=[O:10])=[O:9])[CH:5]=[CH:6][CH:7]=1.N1C=CC=CC=1.[Cl:18][C:19]1[C:20]([C:29](Cl)=[O:30])=[N:21][C:22]2[C:27]([N:28]=1)=[CH:26][CH:25]=[CH:24][CH:23]=2.O. The yield is 0.740. The catalyst is ClCCl. (2) The reactants are [NH2:1][C:2]1[CH:3]=[N:4][N:5]([CH3:22])[C:6]=1[N:7]1[CH2:13][CH2:12][CH:11]([OH:14])[CH:10]([NH:15][C:16](=[O:21])[C:17]([F:20])([F:19])[F:18])[CH2:9][CH2:8]1.CCN(C(C)C)C(C)C.C1CN([P+](ON2N=NC3C=CC=CC2=3)(N2CCCC2)N2CCCC2)CC1.F[P-](F)(F)(F)(F)F.[C:65]([O:69][C:70]([NH:72][C:73]1[S:77][C:76]([C:78]2[C:83]([F:84])=[CH:82][CH:81]=[CH:80][C:79]=2[F:85])=[N:75][C:74]=1[C:86](O)=[O:87])=[O:71])([CH3:68])([CH3:67])[CH3:66]. The product is [F:85][C:79]1[CH:80]=[CH:81][CH:82]=[C:83]([F:84])[C:78]=1[C:76]1[S:77][C:73]([NH:72][C:70](=[O:71])[O:69][C:65]([CH3:67])([CH3:66])[CH3:68])=[C:74]([C:86](=[O:87])[NH:1][C:2]2[CH:3]=[N:4][N:5]([CH3:22])[C:6]=2[N:7]2[CH2:8][CH2:9][CH:10]([NH:15][C:16](=[O:21])[C:17]([F:20])([F:19])[F:18])[CH:11]([OH:14])[CH2:12][CH2:13]2)[N:75]=1. The catalyst is C(Cl)Cl. The yield is 0.230. (3) The reactants are [CH3:1][S:2][C:3]1[CH:8]=[CH:7][C:6]([CH2:9][C:10]([OH:12])=[O:11])=[CH:5][CH:4]=1.S(=O)(=O)(O)O.[CH3:18]O. No catalyst specified. The product is [CH3:18][O:11][C:10](=[O:12])[CH2:9][C:6]1[CH:5]=[CH:4][C:3]([S:2][CH3:1])=[CH:8][CH:7]=1. The yield is 0.920. (4) The reactants are [C:1]12[C:7](=[CH:8][CH:9]=[CH:10][CH:11]=1)[NH:6][C:5](=[O:12])[O:4][C:2]2=[O:3].[H-].[Na+].[F:15][C:16]1[CH:23]=[CH:22][C:19]([CH2:20]Br)=[CH:18][CH:17]=1.O. The catalyst is CN(C)C=O. The product is [F:15][C:16]1[CH:23]=[CH:22][C:19]([CH2:20][N:6]2[C:7]3[CH:8]=[CH:9][CH:10]=[CH:11][C:1]=3[C:2](=[O:3])[O:4][C:5]2=[O:12])=[CH:18][CH:17]=1. The yield is 0.900. (5) The reactants are [Cl:1][C:2]1[CH:18]=[CH:17][C:5]([CH2:6][N:7]2[C:12]([S:13][CH3:14])=[N:11][C:10](=[O:15])[NH:9][C:8]2=[O:16])=[CH:4][CH:3]=1.[O:19]1[CH2:24][CH2:23][CH2:22][CH2:21][CH:20]1[O:25][CH2:26][CH2:27]O.C1(P(C2C=CC=CC=2)C2C=CC=CC=2)C=CC=CC=1.N(C(OC(C)C)=O)=NC(OC(C)C)=O. The catalyst is O.C1COCC1. The product is [Cl:1][C:2]1[CH:3]=[CH:4][C:5]([CH2:6][N:7]2[C:12]([S:13][CH3:14])=[N:11][C:10](=[O:15])[N:9]([CH2:27][CH2:26][O:25][CH:20]3[CH2:21][CH2:22][CH2:23][CH2:24][O:19]3)[C:8]2=[O:16])=[CH:17][CH:18]=1. The yield is 0.780. (6) The reactants are Br[C:2]1[CH:7]=[CH:6][CH:5]=[CH:4][N:3]=1.[Li]CCCC.[N:13]1([CH2:18][C:19](OCC)=[O:20])[CH:17]=[CH:16][CH:15]=[CH:14]1.[NH4+].[Cl-]. The catalyst is C1COCC1. The product is [N:3]1[CH:4]=[CH:5][CH:6]=[CH:7][C:2]=1[C:19](=[O:20])[CH2:18][N:13]1[CH:17]=[CH:16][CH:15]=[CH:14]1. The yield is 0.630. (7) The reactants are [NH2:1][C@@H:2]([CH2:6][CH2:7][C@H:8]([NH2:30])[CH2:9][C@@H:10]1[C@@H:14]([OH:15])[C@@H:13]([O:16]CC#C)[C@H:12]([N:20]2[CH:28]=[N:27][C:26]3[C:21]2=[N:22][CH:23]=[N:24][C:25]=3[NH2:29])[O:11]1)[C:3]([OH:5])=[O:4].O=C1O[C@H]([C@H](CO)O)C([O-])=C1O.[Na+].[N-]=[N+]=[N-].C(#N)C.O.C(O)(C(F)(F)F)=O. The catalyst is O.CN(C=O)C.S([O-])([O-])(=O)=O.[Cu+2].CO.O.CC(O)=O. The product is [CH:23]1[N:24]=[C:25]([NH2:29])[C:26]2[N:27]=[CH:28][N:20]([C@@H:12]3[O:11][C@H:10]([CH2:9][C@@H:8]([NH2:30])[CH2:7][CH2:6][C@H:2]([NH2:1])[C:3]([OH:5])=[O:4])[C@@H:14]([OH:15])[C@H:13]3[OH:16])[C:21]=2[N:22]=1. The yield is 0.130. (8) The reactants are FC(F)(F)S(O[C:7]1[CH:12]=[CH:11][C:10]([N:13]2[CH:18]=[C:17]([O:19][CH3:20])[C:16](=[O:21])[C:15]([C:22]3[N:26]([C:27]4[CH:32]=[CH:31][CH:30]=[CH:29][CH:28]=4)[N:25]=[CH:24][CH:23]=3)=[N:14]2)=[C:9]([F:33])[CH:8]=1)(=O)=O.Cl.[F:37][C:38]1([F:43])[CH2:42][CH2:41][NH:40][CH2:39]1.CC1(C)C2C(=C(P(C3C=CC=CC=3)C3C=CC=CC=3)C=CC=2)OC2C(P(C3C=CC=CC=3)C3C=CC=CC=3)=CC=CC1=2.CC([O-])(C)C.[Na+]. The catalyst is O1CCOCC1.C1C=CC(/C=C/C(/C=C/C2C=CC=CC=2)=O)=CC=1.C1C=CC(/C=C/C(/C=C/C2C=CC=CC=2)=O)=CC=1.C1C=CC(/C=C/C(/C=C/C2C=CC=CC=2)=O)=CC=1.[Pd].[Pd].O. The product is [F:37][C:38]1([F:43])[CH2:42][CH2:41][N:40]([C:7]2[CH:12]=[CH:11][C:10]([N:13]3[CH:18]=[C:17]([O:19][CH3:20])[C:16](=[O:21])[C:15]([C:22]4[N:26]([C:27]5[CH:32]=[CH:31][CH:30]=[CH:29][CH:28]=5)[N:25]=[CH:24][CH:23]=4)=[N:14]3)=[C:9]([F:33])[CH:8]=2)[CH2:39]1. The yield is 0.110. (9) The reactants are C([N:8]1[CH2:14][C:13]2[N:15]=[CH:16][C:17]([N:19]([CH3:23])[CH2:20][CH2:21][CH3:22])=[N:18][C:12]=2[O:11][C@@H:10]([CH2:24][O:25][CH3:26])[CH2:9]1)C1C=CC=CC=1.C(OCC)(=O)C.[ClH:33]. The catalyst is CO.[OH-].[OH-].[Pd+2]. The product is [ClH:33].[CH3:26][O:25][CH2:24][C@H:10]1[CH2:9][NH:8][CH2:14][C:13]2[N:15]=[CH:16][C:17]([N:19]([CH3:23])[CH2:20][CH2:21][CH3:22])=[N:18][C:12]=2[O:11]1. The yield is 0.560.